Dataset: Full USPTO retrosynthesis dataset with 1.9M reactions from patents (1976-2016). Task: Predict the reactants needed to synthesize the given product. (1) Given the product [F:1][C:2]([F:7])([F:6])[C:3]([OH:5])=[O:4].[F:1][C:2]([F:7])([F:6])[C:3]([OH:5])=[O:4].[NH:27]1[CH:31]=[C:30]([CH2:32][CH2:33][CH2:34][NH2:35])[N:29]=[CH:28]1, predict the reactants needed to synthesize it. The reactants are: [F:1][C:2]([F:7])([F:6])[C:3]([OH:5])=[O:4].C([N:27]1[CH:31]=[C:30]([CH2:32][CH2:33][CH2:34][NH2:35])[N:29]=[CH:28]1)(C1C=CC=CC=1)(C1C=CC=CC=1)C1C=CC=CC=1. (2) Given the product [F:39][C:2]([F:1])([F:38])[C:3]1[CH:4]=[C:5]([C:13]([CH3:36])([CH3:37])[C:14]([N:16]([C:18]2[CH:19]=[N:20][C:21]([NH:31][CH2:32][C:33]([OH:35])([CH3:40])[CH3:34])=[CH:22][C:23]=2[C:24]2[CH:29]=[CH:28][CH:27]=[CH:26][C:25]=2[Cl:30])[CH3:17])=[O:15])[CH:6]=[C:7]([C:9]([F:12])([F:11])[F:10])[CH:8]=1, predict the reactants needed to synthesize it. The reactants are: [F:1][C:2]([F:39])([F:38])[C:3]1[CH:4]=[C:5]([C:13]([CH3:37])([CH3:36])[C:14]([N:16]([C:18]2[CH:19]=[N:20][C:21]([NH:31][CH2:32][C:33](=[O:35])[CH3:34])=[CH:22][C:23]=2[C:24]2[CH:29]=[CH:28][CH:27]=[CH:26][C:25]=2[Cl:30])[CH3:17])=[O:15])[CH:6]=[C:7]([C:9]([F:12])([F:11])[F:10])[CH:8]=1.[CH3:40][Mg]Br.Cl. (3) Given the product [F:1][C:2]1[CH:27]=[CH:26][C:25]([C:28]([NH:30][C:31]2[CH:36]=[CH:35][CH:34]=[C:33]([CH3:37])[CH:32]=2)=[O:29])=[CH:24][C:3]=1[O:4][C:5]1[CH:10]=[CH:9][N:8]=[C:7]([C:11]2[NH:15][CH:14]=[C:13]([C:16]([NH:18][CH2:19][CH2:20][C:21]([O:23][CH3:38])=[O:22])=[O:17])[CH:12]=2)[CH:6]=1, predict the reactants needed to synthesize it. The reactants are: [F:1][C:2]1[CH:27]=[CH:26][C:25]([C:28]([NH:30][C:31]2[CH:36]=[CH:35][CH:34]=[C:33]([CH3:37])[CH:32]=2)=[O:29])=[CH:24][C:3]=1[O:4][C:5]1[CH:10]=[CH:9][N:8]=[C:7]([C:11]2[NH:15][CH:14]=[C:13]([C:16]([NH:18][CH2:19][CH2:20][C:21]([OH:23])=[O:22])=[O:17])[CH:12]=2)[CH:6]=1.[CH3:38]N(C(ON1N=NC2C=CC=NC1=2)=[N+](C)C)C.F[P-](F)(F)(F)(F)F.C(N(CC)C(C)C)(C)C.Cl.COC(=O)CCN.Cl. (4) Given the product [OH:30][C@H:18]([C:19]1[C:27]2[S:26][C:25](=[O:28])[NH:24][C:23]=2[C:22]([OH:29])=[CH:21][CH:20]=1)[CH2:17][N:16]([CH2:15][C:12]1[CH:11]=[CH:10][C:9]([O:8][CH2:7][CH2:6][N:56]2[CH2:55][CH2:54][C:52]3([O:51][CH2:50][CH2:49][N:48]([C:46]([C:43]4[S:42][C:41]([CH:38]([CH3:40])[CH3:39])=[N:45][CH:44]=4)=[O:47])[CH2:53]3)[CH2:58][CH2:57]2)=[CH:14][CH:13]=1)[C:31](=[O:32])[O:33][C:34]([CH3:37])([CH3:35])[CH3:36], predict the reactants needed to synthesize it. The reactants are: CS(O[CH2:6][CH2:7][O:8][C:9]1[CH:14]=[CH:13][C:12]([CH2:15][N:16]([C:31]([O:33][C:34]([CH3:37])([CH3:36])[CH3:35])=[O:32])[CH2:17][C@H:18]([OH:30])[C:19]2[C:27]3[S:26][C:25](=[O:28])[NH:24][C:23]=3[C:22]([OH:29])=[CH:21][CH:20]=2)=[CH:11][CH:10]=1)(=O)=O.[CH:38]([C:41]1[S:42][C:43]([C:46]([N:48]2[CH2:53][C:52]3([CH2:58][CH2:57][NH:56][CH2:55][CH2:54]3)[O:51][CH2:50][CH2:49]2)=[O:47])=[CH:44][N:45]=1)([CH3:40])[CH3:39].C(N(CC)CC)C.